From a dataset of Forward reaction prediction with 1.9M reactions from USPTO patents (1976-2016). Predict the product of the given reaction. (1) Given the reactants C(N(CC)CC)C.[NH2:8][C:9]1[CH:14]=[CH:13][C:12]([SH:15])=[CH:11][CH:10]=1.[F:16][C:17]([F:28])([F:27])[C:18](O[C:18](=[O:19])[C:17]([F:28])([F:27])[F:16])=[O:19].O, predict the reaction product. The product is: [F:16][C:17]([F:28])([F:27])[C:18]([NH:8][C:9]1[CH:14]=[CH:13][C:12]([SH:15])=[CH:11][CH:10]=1)=[O:19]. (2) Given the reactants [C:1]1([CH2:7][O:8][CH2:9][C:10]2[N:15]=[C:14]([C:16]3[CH:21]=[CH:20][C:19]([C:22]([F:25])([F:24])[F:23])=[CH:18][CH:17]=3)[NH:13][C:12](=O)[CH:11]=2)[CH:6]=[CH:5][CH:4]=[CH:3][CH:2]=1.O=P(Cl)(Cl)[Cl:29].O, predict the reaction product. The product is: [Cl:29][C:12]1[CH:11]=[C:10]([CH2:9][O:8][CH2:7][C:1]2[CH:6]=[CH:5][CH:4]=[CH:3][CH:2]=2)[N:15]=[C:14]([C:16]2[CH:21]=[CH:20][C:19]([C:22]([F:25])([F:24])[F:23])=[CH:18][CH:17]=2)[N:13]=1. (3) Given the reactants Cl.[NH2:2][CH2:3][C:4]1[CH:5]=[C:6]2[C:10](=[CH:11][CH:12]=1)[C:9](=[O:13])[N:8]([CH:14]1[CH2:19][CH2:18][C:17](=[O:20])[NH:16][C:15]1=[O:21])[CH2:7]2.[F:22][C:23]1[CH:31]=[CH:30][C:26]([C:27](Cl)=[O:28])=[CH:25][CH:24]=1.C(N(CC)CC)C.O, predict the reaction product. The product is: [O:21]=[C:15]1[CH:14]([N:8]2[CH2:7][C:6]3[C:10](=[CH:11][CH:12]=[C:4]([CH2:3][NH:2][C:27](=[O:28])[C:26]4[CH:30]=[CH:31][C:23]([F:22])=[CH:24][CH:25]=4)[CH:5]=3)[C:9]2=[O:13])[CH2:19][CH2:18][C:17](=[O:20])[NH:16]1. (4) Given the reactants [Cl:1][C:2]1[CH:7]=[C:6]([NH:8][C:9]2[CH:14]=[CH:13][C:12]([F:15])=[CH:11][C:10]=2[F:16])[CH:5]=[CH:4][C:3]=1[C:17]([C:19]1[CH:24]=[C:23]([C:25]2[N:26]=[N:27][N:28]([CH2:30][CH2:31]OC3CCCCO3)[CH:29]=2)[CH:22]=[CH:21][C:20]=1[CH3:39])=[O:18].ClC1C=C(NC2C=CC(F)=CC=2F)C=CC=1C(C1C=C(C#C)C=CC=1C)=O.N(CC[NH:72][S:73]([CH3:76])(=[O:75])=[O:74])=[N+]=[N-], predict the reaction product. The product is: [Cl:1][C:2]1[CH:7]=[C:6]([NH:8][C:9]2[CH:14]=[CH:13][C:12]([F:15])=[CH:11][C:10]=2[F:16])[CH:5]=[CH:4][C:3]=1[C:17]([C:19]1[CH:24]=[C:23]([C:25]2[N:26]=[N:27][N:28]([CH2:30][CH2:31][NH:72][S:73]([CH3:76])(=[O:75])=[O:74])[CH:29]=2)[CH:22]=[CH:21][C:20]=1[CH3:39])=[O:18]. (5) Given the reactants [NH2:1][C:2]1[CH:3]=[N:4][N:5]([CH3:25])[C:6]=1[N:7]1[CH2:12][C@H:11]([C:13]([F:16])([F:15])[F:14])[CH2:10][C@H:9]([NH:17][C:18](=[O:24])[O:19][C:20]([CH3:23])([CH3:22])[CH3:21])[CH2:8]1.[C:26]([O:30][C:31]([NH:33][C:34]1[O:42][C:41]2[C:36](=[N:37][CH:38]=[C:39]([CH:43]3[CH2:48][CH2:47][O:46][CH2:45][CH2:44]3)[CH:40]=2)[C:35]=1[C:49](O)=[O:50])=[O:32])([CH3:29])([CH3:28])[CH3:27].CN(C(ON1N=NC2C=CC=NC1=2)=[N+](C)C)C.F[P-](F)(F)(F)(F)F.CCN(C(C)C)C(C)C, predict the reaction product. The product is: [C:26]([O:30][C:31]([NH:33][C:34]1[O:42][C:41]2[C:36](=[N:37][CH:38]=[C:39]([CH:43]3[CH2:44][CH2:45][O:46][CH2:47][CH2:48]3)[CH:40]=2)[C:35]=1[C:49]([NH:1][C:2]1[CH:3]=[N:4][N:5]([CH3:25])[C:6]=1[N:7]1[CH2:12][C@H:11]([C:13]([F:15])([F:14])[F:16])[CH2:10][C@H:9]([NH:17][C:18](=[O:24])[O:19][C:20]([CH3:21])([CH3:22])[CH3:23])[CH2:8]1)=[O:50])=[O:32])([CH3:29])([CH3:27])[CH3:28]. (6) Given the reactants [C:1]([O:4][C:5]([CH3:8])([CH3:7])[CH3:6])(=[O:3])[CH3:2].Cl[C:10]1[CH:15]=[CH:14][CH:13]=[C:12]([C:16]([F:19])([F:18])[F:17])[N:11]=1.N#N.[Li+].C[Si]([N-][Si](C)(C)C)(C)C.[Cl-].[NH4+], predict the reaction product. The product is: [F:17][C:16]([F:19])([F:18])[C:12]1[N:11]=[C:10]([CH2:2][C:1]([O:4][C:5]([CH3:8])([CH3:7])[CH3:6])=[O:3])[CH:15]=[CH:14][CH:13]=1.